From a dataset of Reaction yield outcomes from USPTO patents with 853,638 reactions. Predict the reaction yield, written as a fraction of the theoretical maximum amount of product (1.0 means a 100% yield; for example, 0.34 means a 34% yield). (1) The product is [CH2:23]([NH:20][C:21]([N:1]1[CH2:6][CH2:5][CH2:4][CH:3]([NH:7][C:8]2[C:13]([C:14]([NH2:16])=[O:15])=[CH:12][N:11]=[C:10]3[NH:17][CH:18]=[CH:19][C:9]=23)[CH2:2]1)=[O:22])[C:24]1[CH:29]=[CH:28][CH:27]=[CH:26][CH:25]=1. The yield is 0.110. The catalyst is C1COCC1. The reactants are [NH:1]1[CH2:6][CH2:5][CH2:4][CH:3]([NH:7][C:8]2[C:13]([C:14]([NH2:16])=[O:15])=[CH:12][N:11]=[C:10]3[NH:17][CH:18]=[CH:19][C:9]=23)[CH2:2]1.[N:20]([CH2:23][C:24]1[CH:29]=[CH:28][CH:27]=[CH:26][CH:25]=1)=[C:21]=[O:22].CCN(C(C)C)C(C)C. (2) The reactants are [F:1][C:2]1[CH:7]=[CH:6][C:5]([C:8]2[O:9][C:10]([CH2:13][CH2:14][NH2:15])=[CH:11][N:12]=2)=[CH:4][CH:3]=1.[F:16][C:17]([F:33])([F:32])[C:18]1[O:22][N:21]=[C:20]([C:23]2[CH:24]=[C:25]([CH:29]=[CH:30][CH:31]=2)[C:26](O)=[O:27])[N:19]=1. No catalyst specified. The product is [F:1][C:2]1[CH:3]=[CH:4][C:5]([C:8]2[O:9][C:10]([CH2:13][CH2:14][NH:15][C:26](=[O:27])[C:25]3[CH:29]=[CH:30][CH:31]=[C:23]([C:20]4[N:19]=[C:18]([C:17]([F:33])([F:32])[F:16])[O:22][N:21]=4)[CH:24]=3)=[CH:11][N:12]=2)=[CH:6][CH:7]=1. The yield is 0.200. (3) The reactants are [F:1][C:2]([F:14])([F:13])[O:3][C:4]1[CH:5]=[C:6]([CH:10]=[CH:11][CH:12]=1)[C:7]([OH:9])=O.C(Cl)(=O)C(Cl)=O.O1CCCC1.[NH2:26][C:27]1[CH:28]=[CH:29][C:30]([O:49][CH3:50])=[C:31]([CH:48]=1)[O:32][C:33]1[CH:34]=[CH:35][C:36]2[N:37]([CH:39]=[C:40]([NH:42][C:43]([CH:45]3[CH2:47][CH2:46]3)=[O:44])[N:41]=2)[N:38]=1. The catalyst is CN(C)C=O.CN1CCCC1=O. The product is [CH:45]1([C:43]([NH:42][C:40]2[N:41]=[C:36]3[CH:35]=[CH:34][C:33]([O:32][C:31]4[CH:48]=[C:27]([NH:26][C:7](=[O:9])[C:6]5[CH:10]=[CH:11][CH:12]=[C:4]([O:3][C:2]([F:1])([F:14])[F:13])[CH:5]=5)[CH:28]=[CH:29][C:30]=4[O:49][CH3:50])=[N:38][N:37]3[CH:39]=2)=[O:44])[CH2:46][CH2:47]1. The yield is 0.540. (4) The reactants are [N:1]([C@@H:4]1[CH2:8][O:7][CH2:6][C@@H:5]1[O:9][Si:10]([C:13]([CH3:16])([CH3:15])[CH3:14])([CH3:12])[CH3:11])=[N+]=[N-]. The catalyst is [Pd].C(O)C. The product is [Si:10]([O:9][C@H:5]1[CH2:6][O:7][CH2:8][C@H:4]1[NH2:1])([C:13]([CH3:16])([CH3:15])[CH3:14])([CH3:12])[CH3:11]. The yield is 0.880. (5) The yield is 0.720. The reactants are [CH3:1][O:2][C:3]([NH:5][C@H:6]([C:10]([N:12]1[C:16]2([CH2:21][CH2:20][O:19][CH2:18][CH2:17]2)[CH2:15][CH2:14][CH:13]1[C:22]([O:24]CC)=[O:23])=[O:11])[CH:7]([CH3:9])[CH3:8])=[O:4].O.[OH-].[Li+].Cl. The product is [CH3:1][O:2][C:3]([NH:5][C@H:6]([C:10]([N:12]1[C:16]2([CH2:17][CH2:18][O:19][CH2:20][CH2:21]2)[CH2:15][CH2:14][CH:13]1[C:22]([OH:24])=[O:23])=[O:11])[CH:7]([CH3:9])[CH3:8])=[O:4]. The catalyst is C1COCC1.O.CO. (6) The reactants are Br[C:2]1[CH:23]=[CH:22][C:5]2[C:6]3[N:10]([CH2:11][CH2:12][O:13][C:4]=2[CH:3]=1)[CH:9]=[C:8]([C:14]1[N:15]([CH:19]([CH3:21])[CH3:20])[N:16]=[CH:17][N:18]=1)[N:7]=3.[B:24]1([B:24]2[O:29][CH2:28][C:27]([CH3:31])([CH3:30])[CH2:26][O:25]2)[O:29][CH2:28][C:27]([CH3:31])([CH3:30])[CH2:26][O:25]1.C([O-])(=O)C.[K+].O1CCOCC1. The catalyst is C(Cl)Cl. The product is [CH3:30][C:27]1([CH3:31])[CH2:28][O:29][B:24]([C:2]2[CH:23]=[CH:22][C:5]3[C:6]4[N:10]([CH2:11][CH2:12][O:13][C:4]=3[CH:3]=2)[CH:9]=[C:8]([C:14]2[N:15]([CH:19]([CH3:21])[CH3:20])[N:16]=[CH:17][N:18]=2)[N:7]=4)[O:25][CH2:26]1. The yield is 0.920.